From a dataset of Catalyst prediction with 721,799 reactions and 888 catalyst types from USPTO. Predict which catalyst facilitates the given reaction. (1) Product: [Cl:1][C:2]1[CH:7]=[CH:6][CH:5]=[CH:4][C:3]=1[N:8]1[C:16]([C:17]2[CH:22]=[CH:21][C:20]([Cl:23])=[CH:19][CH:18]=2)=[C:15]2[C:10]([C:11](=[O:24])[N:12]([CH2:31][C:32]([F:35])([F:34])[F:33])[CH:13]=[CH:14]2)=[N:9]1. Reactant: [Cl:1][C:2]1[CH:7]=[CH:6][CH:5]=[CH:4][C:3]=1[N:8]1[C:16]([C:17]2[CH:22]=[CH:21][C:20]([Cl:23])=[CH:19][CH:18]=2)=[C:15]2[C:10]([C:11]([OH:24])=[N:12][CH:13]=[CH:14]2)=[N:9]1.FC(F)(F)S(O[CH2:31][C:32]([F:35])([F:34])[F:33])(=O)=O. The catalyst class is: 3. (2) Reactant: [OH:1][C:2]1[CH:3]=[C:4]([C:9]2[S:13][C:12]([N:14]([C:36]([O:38][C:39]([CH3:42])([CH3:41])[CH3:40])=[O:37])[CH2:15][C@@H:16]([NH:28][C:29](=[O:35])[O:30][C:31]([CH3:34])([CH3:33])[CH3:32])[CH2:17][C:18]3[CH:23]=[CH:22][C:21]([C:24]([F:27])([F:26])[F:25])=[CH:20][CH:19]=3)=[N:11][N:10]=2)[CH:5]=[CH:6][C:7]=1[NH2:8].C1N=CN([C:48](N2C=NC=C2)=[O:49])C=1. Product: [O:49]=[C:48]1[NH:8][C:7]2[CH:6]=[CH:5][C:4]([C:9]3[S:13][C:12]([N:14]([C:36]([O:38][C:39]([CH3:42])([CH3:41])[CH3:40])=[O:37])[CH2:15][C@@H:16]([NH:28][C:29](=[O:35])[O:30][C:31]([CH3:32])([CH3:33])[CH3:34])[CH2:17][C:18]4[CH:19]=[CH:20][C:21]([C:24]([F:25])([F:26])[F:27])=[CH:22][CH:23]=4)=[N:11][N:10]=3)=[CH:3][C:2]=2[O:1]1. The catalyst class is: 1. (3) Reactant: [C:1]1([O:7][P:8]([CH2:17][C@H:18]([OH:28])[CH2:19][NH:20]C(OC(C)(C)C)=O)([CH2:10][CH:11]2[CH2:16][CH2:15][CH2:14][CH2:13][CH2:12]2)=[O:9])[CH:6]=[CH:5][CH:4]=[CH:3][CH:2]=1.[ClH:29]. Product: [ClH:29].[C:1]1([O:7][P:8]([CH2:17][C@H:18]([OH:28])[CH2:19][NH2:20])([CH2:10][CH:11]2[CH2:16][CH2:15][CH2:14][CH2:13][CH2:12]2)=[O:9])[CH:2]=[CH:3][CH:4]=[CH:5][CH:6]=1. The catalyst class is: 13. (4) Reactant: [F:1][C:2]1[C:7]2[CH2:8][CH2:9][C:10]3[CH:15]=[CH:14][N:13]=[CH:12][C:11]=3[CH:16]([N:17]=[C:18]=[S:19])[C:6]=2[CH:5]=[CH:4][CH:3]=1.[Cl:20][C:21]1[CH:22]=[C:23]([C:29]([NH:31][C@@H:32]2[CH2:36][CH2:35][N:34]([CH3:37])[C:33]2=[O:38])=[O:30])[CH:24]=[N:25][C:26]=1[NH:27][NH2:28]. Product: [Cl:20][C:21]1[CH:22]=[C:23]([C:29]([NH:31][C@@H:32]2[CH2:36][CH2:35][N:34]([CH3:37])[C:33]2=[O:38])=[O:30])[CH:24]=[N:25][C:26]=1[NH:27][NH:28][C:18]([NH:17][CH:16]1[C:11]2[CH:12]=[N:13][CH:14]=[CH:15][C:10]=2[CH2:9][CH2:8][C:7]2[C:2]([F:1])=[CH:3][CH:4]=[CH:5][C:6]1=2)=[S:19]. The catalyst class is: 44. (5) Reactant: [N+:1]([C:4]1[CH:5]=[N:6][NH:7][CH:8]=1)([O-:3])=[O:2].N1(C2CCCCCCCCCC2)CCCN=CCCCCC1.[O:31]1[C:33]([CH3:35])([CH3:34])[CH2:32]1. Product: [CH3:32][C:33]([OH:31])([CH3:35])[CH2:34][N:6]1[CH:5]=[C:4]([N+:1]([O-:3])=[O:2])[CH:8]=[N:7]1. The catalyst class is: 10. (6) The catalyst class is: 311. Reactant: [C:1]1(=[O:11])[NH:5][C:4](=[O:6])[C@H:3]2[CH2:7][CH:8]=[CH:9][CH2:10][C@@H:2]12.[CH2:12]([CH:14]1[O:16][CH2:15]1)Cl.C(=O)([O-])[O-].[K+].[K+].O. Product: [O:16]1[CH2:15][CH:14]1[CH2:12][N:5]1[C:1](=[O:11])[CH:2]2[CH:3]([CH2:7][CH:8]=[CH:9][CH2:10]2)[C:4]1=[O:6]. (7) Reactant: [CH:1]([C:3]1[CH:4]=[C:5]2[C:10](=[CH:11][CH:12]=1)[CH:9]=[N:8][CH:7]=[CH:6]2)=C.C[OH:14]. Product: [CH:9]1[C:10]2[C:5](=[CH:4][C:3]([CH:1]=[O:14])=[CH:12][CH:11]=2)[CH:6]=[CH:7][N:8]=1. The catalyst class is: 2. (8) Reactant: [CH3:1][S:2][CH:3]1[CH2:12][CH2:11][C:6]2([O:10][CH2:9][CH2:8][O:7]2)[CH2:5][CH2:4]1.C1C=C(Cl)C=C(C(OO)=[O:21])C=1.[OH-:24].[Na+]. Product: [CH3:1][S:2]([CH:3]1[CH2:12][CH2:11][C:6]2([O:10][CH2:9][CH2:8][O:7]2)[CH2:5][CH2:4]1)(=[O:21])=[O:24]. The catalyst class is: 2. (9) Reactant: Cl[C:2]1[N:3]=[N:4][C:5]([C:27]2[CH:32]=[CH:31][CH:30]=[CH:29][C:28]=2[F:33])=[C:6]([C:17]2[CH:22]=[C:21]([O:23][CH3:24])[CH:20]=[C:19]([O:25][CH3:26])[CH:18]=2)[C:7]=1[C:8]1[C:13]([F:14])=[CH:12][C:11]([F:15])=[CH:10][C:9]=1[F:16].[C:34](=O)([O-])[O-].[Cs+].[Cs+].CB1OB(C)OB(C)O1.O. Product: [CH3:24][O:23][C:21]1[CH:22]=[C:17]([C:6]2[C:7]([C:8]3[C:13]([F:14])=[CH:12][C:11]([F:15])=[CH:10][C:9]=3[F:16])=[C:2]([CH3:34])[N:3]=[N:4][C:5]=2[C:27]2[CH:32]=[CH:31][CH:30]=[CH:29][C:28]=2[F:33])[CH:18]=[C:19]([O:25][CH3:26])[CH:20]=1. The catalyst class is: 12.